This data is from Forward reaction prediction with 1.9M reactions from USPTO patents (1976-2016). The task is: Predict the product of the given reaction. (1) Given the reactants [CH:1]1([CH2:6][C@H:7]([CH2:33][N:34]([CH:43]=[O:44])[O:35]CC2C=CC=CC=2)[C:8]([N:10]2[C@H:14]([C:15]([NH:17][C:18]3[NH:19][CH:20]=[CH:21][N:22]=3)=[O:16])[CH2:13][CH2:12][N:11]2C(OCC2C=CC=CC=2)=O)=[O:9])[CH2:5][CH2:4][CH2:3][CH2:2]1, predict the reaction product. The product is: [CH:1]1([CH2:6][C@H:7]([CH2:33][N:34]([CH:43]=[O:44])[OH:35])[C:8]([N:10]2[C@H:14]([C:15]([NH:17][C:18]3[NH:22][CH:21]=[CH:20][N:19]=3)=[O:16])[CH2:13][CH2:12][NH:11]2)=[O:9])[CH2:2][CH2:3][CH2:4][CH2:5]1. (2) Given the reactants CN(C=O)C.Br[CH2:7][C:8]1[CH:12]=[C:11]([C:13]([F:16])([F:15])[F:14])[N:10]([C:17]2[CH:22]=[CH:21][CH:20]=[CH:19][CH:18]=2)[N:9]=1.C(=O)([O-])[O-].[K+].[K+].[C:29]([O:33][C:34]([N:36]1[C:44]2[C:39](=[C:40]([CH3:46])[C:41]([OH:45])=[CH:42][CH:43]=2)[CH2:38][CH2:37]1)=[O:35])([CH3:32])([CH3:31])[CH3:30], predict the reaction product. The product is: [C:29]([O:33][C:34]([N:36]1[C:44]2[C:39](=[C:40]([CH3:46])[C:41]([O:45][CH2:7][C:8]3[CH:12]=[C:11]([C:13]([F:16])([F:15])[F:14])[N:10]([C:17]4[CH:22]=[CH:21][CH:20]=[CH:19][CH:18]=4)[N:9]=3)=[CH:42][CH:43]=2)[CH2:38][CH2:37]1)=[O:35])([CH3:32])([CH3:31])[CH3:30]. (3) The product is: [F:4][C:2]([C:5]1[N:10]=[CH:9][C:8]([CH:11]([N:14]2[CH2:19][CH2:18][C:17]([F:20])([F:21])[CH2:16][CH2:15]2)[CH2:12][NH2:13])=[CH:7][N:6]=1)([F:1])[CH3:3]. Given the reactants [F:1][C:2]([C:5]1[N:10]=[CH:9][C:8]([CH:11]([N:14]2[CH2:19][CH2:18][C:17]([F:21])([F:20])[CH2:16][CH2:15]2)[C:12]#[N:13])=[CH:7][N:6]=1)([F:4])[CH3:3].N, predict the reaction product. (4) Given the reactants [F:1][C:2]1[CH:7]=[CH:6][CH:5]=[C:4]([F:8])[C:3]=1[C:9]1[CH:14]=[C:13]([N+:15]([O-:17])=[O:16])[C:12]([NH2:18])=[C:11]([C:19]([F:22])([F:21])[F:20])[CH:10]=1.[H-].[Na+].[C:25]([C:29]1[C:30]([Cl:38])=[C:31]([C:35](O)=[O:36])[N:32]([CH3:34])[N:33]=1)([CH3:28])([CH3:27])[CH3:26].C(Cl)(=O)C(Cl)=O, predict the reaction product. The product is: [F:1][C:2]1[CH:7]=[CH:6][CH:5]=[C:4]([F:8])[C:3]=1[C:9]1[CH:14]=[C:13]([N+:15]([O-:17])=[O:16])[C:12]([NH:18][C:35]([C:31]2[N:32]([CH3:34])[N:33]=[C:29]([C:25]([CH3:27])([CH3:26])[CH3:28])[C:30]=2[Cl:38])=[O:36])=[C:11]([C:19]([F:22])([F:20])[F:21])[CH:10]=1. (5) Given the reactants BrC1S[C:4]2C=C(OC)C=C[C:5]=2N=1.BrC1C=CC(B2OC(C)(C)C(C)(C)O2)=CN=1.CO[C:31]1[CH:46]=[CH:45][C:34]2[N:35]=[C:36]([C:38]3[CH:39]=[N:40][C:41](N)=[N:42][CH:43]=3)[S:37][C:33]=2[CH:32]=1, predict the reaction product. The product is: [S:37]1[C:33]2[CH:32]=[CH:31][CH:46]=[CH:45][C:34]=2[N:35]=[C:36]1[C:38]1[CH:4]=[CH:5][C:41]([NH:42][CH3:43])=[N:40][CH:39]=1.